This data is from Catalyst prediction with 721,799 reactions and 888 catalyst types from USPTO. The task is: Predict which catalyst facilitates the given reaction. (1) Reactant: [CH2:1]([O:3][C:4](=[O:17])[CH2:5][S:6]([C:9]1[CH:14]=[CH:13][C:12]([O:15][CH3:16])=[CH:11][CH:10]=1)(=[O:8])=[O:7])[CH3:2].[CH2:18](Br)[C:19]1[CH:24]=[CH:23][CH:22]=[CH:21][CH:20]=1.C1OCCOCCOCCOCCOCCOC1.C([O-])([O-])=O.[K+].[K+]. Product: [CH2:1]([O:3][C:4](=[O:17])[CH:5]([S:6]([C:9]1[CH:14]=[CH:13][C:12]([O:15][CH3:16])=[CH:11][CH:10]=1)(=[O:7])=[O:8])[CH2:18][C:19]1[CH:24]=[CH:23][CH:22]=[CH:21][CH:20]=1)[CH3:2]. The catalyst class is: 21. (2) The catalyst class is: 149. Product: [N:1]1[CH:6]=[CH:5][CH:4]=[CH:3][C:2]=1[N:7]1[CH2:13][C:12]2[CH:14]=[C:15]([CH2:18][CH:19]3[S:23][C:22](=[O:24])[NH:21][C:20]3=[O:25])[CH:16]=[CH:17][C:11]=2[O:10][CH2:9][CH2:8]1. Reactant: [N:1]1[CH:6]=[CH:5][CH:4]=[CH:3][C:2]=1[N:7]1[CH2:13][C:12]2[CH:14]=[C:15]([CH:18]=[C:19]3[S:23][C:22](=[O:24])[NH:21][C:20]3=[O:25])[CH:16]=[CH:17][C:11]=2[O:10][CH2:9][CH2:8]1.[Al].C(OCC)C.C(O)C.